Task: Predict which catalyst facilitates the given reaction.. Dataset: Catalyst prediction with 721,799 reactions and 888 catalyst types from USPTO (1) Reactant: Br[C:2]1[CH:3]=[C:4]2[C:9](=[CH:10][CH:11]=1)[O:8][CH2:7][CH2:6][C:5]2([CH3:13])[CH3:12].C1C[O:17][CH2:16]C1.[Li]CCCC.CN(C=O)C. Product: [CH3:12][C:5]1([CH3:13])[C:4]2[C:9](=[CH:10][CH:11]=[C:2]([CH:16]=[O:17])[CH:3]=2)[O:8][CH2:7][CH2:6]1. The catalyst class is: 13. (2) Reactant: [C:1]1([CH2:7][C:8]([OH:10])=[O:9])[CH:6]=[CH:5][CH:4]=[CH:3][CH:2]=1.C([Mg]Cl)(C)C.[C:16]([N:23]1[CH2:28][CH2:27][C:26](=[O:29])[CH2:25][CH2:24]1)([O:18][C:19]([CH3:22])([CH3:21])[CH3:20])=[O:17]. Product: [C:19]([O:18][C:16]([N:23]1[CH2:28][CH2:27][C:26]([OH:29])([CH:7]([C:8]([OH:10])=[O:9])[C:1]2[CH:6]=[CH:5][CH:4]=[CH:3][CH:2]=2)[CH2:25][CH2:24]1)=[O:17])([CH3:22])([CH3:20])[CH3:21]. The catalyst class is: 1. (3) Reactant: [Cl:1][C:2]1[CH:21]=[CH:20][C:19]([OH:22])=[CH:18][C:3]=1[C:4]([NH:6][CH2:7][C:8]12[CH2:17][CH:12]3[CH2:13][CH:14]([CH2:16][CH:10]([CH2:11]3)[CH2:9]1)[CH2:15]2)=[O:5].C(=O)([O-])[O-].[Cs+].[Cs+].Br[CH2:30][CH2:31][CH2:32][Cl:33]. Product: [Cl:1][C:2]1[CH:21]=[CH:20][C:19]([O:22][CH2:30][CH2:31][CH2:32][Cl:33])=[CH:18][C:3]=1[C:4]([NH:6][CH2:7][C:8]12[CH2:17][CH:12]3[CH2:11][CH:10]([CH2:16][CH:14]([CH2:13]3)[CH2:15]1)[CH2:9]2)=[O:5]. The catalyst class is: 8.